From a dataset of HIV replication inhibition screening data with 41,000+ compounds from the AIDS Antiviral Screen. Binary Classification. Given a drug SMILES string, predict its activity (active/inactive) in a high-throughput screening assay against a specified biological target. (1) The result is 0 (inactive). The drug is CC(=O)OC1COC(n2c(=S)n(-c3ccc(C)cc3)c(=O)c3ccccc32)C(OC(C)=O)C1OC(C)=O. (2) The result is 0 (inactive). The drug is CC(C)CC(NC(=O)C(N)CSSCC(N)C(=O)NC(CC(C)C)C(=O)O)C(=O)O. (3) The compound is CCOc1cc2c(c(OCC)c1O)CCC1C2CCC2(C)C(O)CCC12. The result is 0 (inactive). (4) The molecule is COc1ccc(C=CC(=O)c2sc(=N)[nH]c2C)cc1. The result is 0 (inactive). (5) The drug is C=CCCCCC1CCC2CCC(CCCCC=C)N12. The result is 0 (inactive). (6) The result is 0 (inactive). The molecule is CC(C)(C)OP(=O)(S)OC(C)(C)C.CCN.